Dataset: Forward reaction prediction with 1.9M reactions from USPTO patents (1976-2016). Task: Predict the product of the given reaction. (1) Given the reactants [C:1]([O:5][C:6]([N:8]1[CH2:13][CH2:12][CH:11]([O:14][C:15]2[CH:20]=[CH:19][C:18]([C:21](OCC)=[O:22])=[CH:17][CH:16]=2)[CH2:10][CH2:9]1)=[O:7])([CH3:4])([CH3:3])[CH3:2].[CH3:26][C:27]1[CH:32]=[CH:31][CH:30]=[CH:29][N:28]=1.[Li+].C[Si]([N-][Si](C)(C)C)(C)C, predict the reaction product. The product is: [C:1]([O:5][C:6]([N:8]1[CH2:13][CH2:12][CH:11]([O:14][C:15]2[CH:16]=[CH:17][C:18]([C:21](=[O:22])[CH2:26][C:27]3[CH:32]=[CH:31][CH:30]=[CH:29][N:28]=3)=[CH:19][CH:20]=2)[CH2:10][CH2:9]1)=[O:7])([CH3:2])([CH3:4])[CH3:3]. (2) Given the reactants [C:1]([C:5]1[CH:10]=[CH:9][N:8]=[C:7]([N:11]([CH3:21])[C:12]2[CH:17]=[CH:16][N:15]=[C:14](S(C)=O)[N:13]=2)[N:6]=1)([CH3:4])([CH3:3])[CH3:2].[Cl:22][C:23]1[CH:28]=[CH:27][CH:26]=[CH:25][C:24]=1[CH2:29][CH2:30][NH2:31], predict the reaction product. The product is: [Cl:22][C:23]1[CH:28]=[CH:27][CH:26]=[CH:25][C:24]=1[CH2:29][CH2:30][NH:31][C:14]1[N:13]=[C:12]([N:11]([C:7]2[N:6]=[C:5]([C:1]([CH3:4])([CH3:3])[CH3:2])[CH:10]=[CH:9][N:8]=2)[CH3:21])[CH:17]=[CH:16][N:15]=1. (3) The product is: [S:3]1[CH:4]=[CH:5][N:6]=[C:2]1[NH:1][C:7]([N:9]1[CH:13]=[CH:12][N:11]=[CH:10]1)=[S:8]. Given the reactants [NH2:1][C:2]1[S:3][CH:4]=[CH:5][N:6]=1.[C:7](N1C=CN=C1)([N:9]1[CH:13]=[CH:12][N:11]=[CH:10]1)=[S:8], predict the reaction product.